The task is: Predict the reaction yield, written as a fraction of the theoretical maximum amount of product (1.0 means a 100% yield; for example, 0.34 means a 34% yield).. This data is from Reaction yield outcomes from USPTO patents with 853,638 reactions. The reactants are [CH2:1]([O:3][C:4]1[N:14]=[CH:13][C:12]([S:15]([N:18]2[CH2:23][CH2:22][N:21]([CH2:24][CH3:25])[CH2:20][CH2:19]2)(=[O:17])=[O:16])=[CH:11][C:5]=1[C:6]([O:8]CC)=[O:7])[CH3:2].[OH-].[Na+]. The catalyst is C1(C)C=CC=CC=1.O. The product is [CH2:1]([O:3][C:4]1[N:14]=[CH:13][C:12]([S:15]([N:18]2[CH2:23][CH2:22][N:21]([CH2:24][CH3:25])[CH2:20][CH2:19]2)(=[O:16])=[O:17])=[CH:11][C:5]=1[C:6]([OH:8])=[O:7])[CH3:2]. The yield is 0.430.